From a dataset of Full USPTO retrosynthesis dataset with 1.9M reactions from patents (1976-2016). Predict the reactants needed to synthesize the given product. (1) Given the product [Br:1][C:2]1[CH:3]=[CH:4][C:5]2[CH:11]3[CH2:12][CH:9]([CH2:10]3)[N:8]3[C:13]([C:19]([NH:26][CH:23]([CH3:25])[CH3:24])=[O:20])=[C:14]([C:16]([NH2:17])=[O:18])[N:15]=[C:7]3[C:6]=2[CH:22]=1, predict the reactants needed to synthesize it. The reactants are: [Br:1][C:2]1[CH:3]=[CH:4][C:5]2[CH:11]3[CH2:12][CH:9]([CH2:10]3)[N:8]3[C:13]([C:19](O)=[O:20])=[C:14]([C:16](=[O:18])[NH2:17])[N:15]=[C:7]3[C:6]=2[CH:22]=1.[CH:23]([NH2:26])([CH3:25])[CH3:24]. (2) The reactants are: [CH:1]1([C:6]2[C:7](=O)[NH:8][C:9]([CH3:29])=[C:10]([C:22]3[CH:27]=[CH:26][C:25]([F:28])=[CH:24][CH:23]=3)[C:11]=2[C:12]2[CH:17]=[C:16]([O:18][CH3:19])[CH:15]=[C:14]([O:20][CH3:21])[CH:13]=2)[CH2:5][CH2:4][CH2:3][CH2:2]1.C1(P(Cl)([Cl:39])=O)C=CC=CC=1. Given the product [Cl:39][C:7]1[C:6]([CH:1]2[CH2:5][CH2:4][CH2:3][CH2:2]2)=[C:11]([C:12]2[CH:17]=[C:16]([O:18][CH3:19])[CH:15]=[C:14]([O:20][CH3:21])[CH:13]=2)[C:10]([C:22]2[CH:27]=[CH:26][C:25]([F:28])=[CH:24][CH:23]=2)=[C:9]([CH3:29])[N:8]=1, predict the reactants needed to synthesize it. (3) Given the product [CH2:41]([C:23]1[CH:24]=[C:25]([C:36]2[O:40][N:39]=[CH:38][CH:37]=2)[C:26]([OH:28])=[CH:27][C:22]=1[O:21][CH2:20][CH2:19][CH2:18][O:17][C:13]1[C:12]([CH2:43][CH2:44][CH3:45])=[C:11]([CH:16]=[CH:15][CH:14]=1)[O:10][C:5]1[CH:6]=[CH:7][CH:8]=[CH:9][C:4]=1[C:3]([OH:46])=[O:2])[CH3:42], predict the reactants needed to synthesize it. The reactants are: C[O:2][C:3](=[O:46])[C:4]1[CH:9]=[CH:8][CH:7]=[CH:6][C:5]=1[O:10][C:11]1[CH:16]=[CH:15][CH:14]=[C:13]([O:17][CH2:18][CH2:19][CH2:20][O:21][C:22]2[CH:27]=[C:26]([O:28]CC3C=CC=CC=3)[C:25]([C:36]3[O:40][N:39]=[CH:38][CH:37]=3)=[CH:24][C:23]=2[CH2:41][CH3:42])[C:12]=1[CH2:43][CH2:44][CH3:45].B(F)(F)F.CCOCC. (4) Given the product [CH3:13][C:14]1[N:51]=[C:17]2[N:18]([C:41]3[CH:46]=[CH:45][C:44]([O:47][CH:48]([CH3:50])[CH3:49])=[CH:43][CH:42]=3)[C:19](=[O:40])[C:20]([CH2:25][C:26]3[CH:27]=[CH:28][C:29]([C:32]4[CH:37]=[CH:36][CH:35]=[CH:34][C:33]=4[C:38]4[NH:3][C:4](=[O:7])[O:5][N:39]=4)=[CH:30][CH:31]=3)=[C:21]([CH2:22][CH2:23][CH3:24])[N:16]2[N:15]=1, predict the reactants needed to synthesize it. The reactants are: [Cl-].O[NH3+:3].[C:4](=[O:7])([O-])[OH:5].[Na+].CS(C)=O.[CH3:13][C:14]1[N:51]=[C:17]2[N:18]([C:41]3[CH:46]=[CH:45][C:44]([O:47][CH:48]([CH3:50])[CH3:49])=[CH:43][CH:42]=3)[C:19](=[O:40])[C:20]([CH2:25][C:26]3[CH:31]=[CH:30][C:29]([C:32]4[C:33]([C:38]#[N:39])=[CH:34][CH:35]=[CH:36][CH:37]=4)=[CH:28][CH:27]=3)=[C:21]([CH2:22][CH2:23][CH3:24])[N:16]2[N:15]=1. (5) Given the product [F:24][C:19]1[CH:20]=[CH:21][CH:22]=[CH:23][C:18]=1[CH2:17][N:15]1[C:14]2[CH2:25][CH2:26][CH2:27][C:13]=2[C:12]([C:7]2[N:6]=[C:5]([NH:4][C:36]3[C:41]([C:42]([O:44][CH2:45][CH3:46])=[O:43])=[CH:40][N:39]=[CH:38][CH:37]=3)[C:10]([OH:11])=[CH:9][N:8]=2)=[N:16]1, predict the reactants needed to synthesize it. The reactants are: C(O)=O.[NH2:4][C:5]1[C:10]([OH:11])=[CH:9][N:8]=[C:7]([C:12]2[C:13]3[CH2:27][CH2:26][CH2:25][C:14]=3[N:15]([CH2:17][C:18]3[CH:23]=[CH:22][CH:21]=[CH:20][C:19]=3[F:24])[N:16]=2)[N:6]=1.C(=O)([O-])[O-].[K+].[K+].Cl.Cl[C:36]1[C:41]([C:42]([O:44][CH2:45][CH3:46])=[O:43])=[CH:40][N:39]=[CH:38][CH:37]=1. (6) The reactants are: C(OC(=O)[NH:7][CH2:8][CH:9]([C:33]1[CH:38]=[CH:37][CH:36]=[C:35]([Cl:39])[CH:34]=1)[NH:10][C:11]1[N:16]=[C:15]([C:17]2[N:21]3[CH:22]=[CH:23][N:24]=[C:25]([N:26]4[CH2:31][CH2:30][N:29]([CH3:32])[CH2:28][CH2:27]4)[C:20]3=[N:19][CH:18]=2)[CH:14]=[CH:13][N:12]=1)(C)(C)C.Cl. Given the product [Cl:39][C:35]1[CH:34]=[C:33]([CH:9]([NH:10][C:11]2[N:16]=[C:15]([C:17]3[N:21]4[CH:22]=[CH:23][N:24]=[C:25]([N:26]5[CH2:27][CH2:28][N:29]([CH3:32])[CH2:30][CH2:31]5)[C:20]4=[N:19][CH:18]=3)[CH:14]=[CH:13][N:12]=2)[CH2:8][NH2:7])[CH:38]=[CH:37][CH:36]=1, predict the reactants needed to synthesize it.